Dataset: Full USPTO retrosynthesis dataset with 1.9M reactions from patents (1976-2016). Task: Predict the reactants needed to synthesize the given product. (1) Given the product [C:1]([N:3]=[C:4]([N:7]1[CH2:12][CH2:11][C:10]([CH2:27][C:28]#[N:29])([N:13]2[CH:17]=[C:16]([C:18]3[C:19]4[CH:26]=[CH:25][NH:24][C:20]=4[N:21]=[CH:22][N:23]=3)[CH:15]=[N:14]2)[CH2:9][CH2:8]1)[NH2:30])#[N:2], predict the reactants needed to synthesize it. The reactants are: [C:1]([N:3]=[C:4]([N:7]1[CH2:12][CH2:11][C:10]([CH2:27][C:28]#[N:29])([N:13]2[CH:17]=[C:16]([C:18]3[C:19]4[CH:26]=[CH:25][NH:24][C:20]=4[N:21]=[CH:22][N:23]=3)[CH:15]=[N:14]2)[CH2:9][CH2:8]1)SC)#[N:2].[NH3:30].CO. (2) Given the product [Cl:34][C:17]1[C:18]([C:22](=[O:33])[NH:23][CH2:24][CH:25]2[CH2:30][CH2:29][C:28]([F:32])([F:31])[CH2:27][CH2:26]2)=[C:19]2[C:14](=[CH:15][CH:16]=1)[N:13]=[C:12]([N:8]1[CH2:9][CH2:10][CH2:11][CH:6]([C:4]([OH:5])=[O:3])[CH2:7]1)[CH:21]=[CH:20]2, predict the reactants needed to synthesize it. The reactants are: C([O:3][C:4]([CH:6]1[CH2:11][CH2:10][CH2:9][N:8]([C:12]2[CH:21]=[CH:20][C:19]3[C:14](=[CH:15][CH:16]=[C:17]([Cl:34])[C:18]=3[C:22](=[O:33])[NH:23][CH2:24][CH:25]3[CH2:30][CH2:29][C:28]([F:32])([F:31])[CH2:27][CH2:26]3)[N:13]=2)[CH2:7]1)=[O:5])C.[OH-].[Na+]. (3) Given the product [CH3:1][S:2]([O:26][CH2:25][C:22]1[CH:21]=[CH:20][C:19]([C:18]#[C:17][C:16](=[O:27])[NH:15][C:12]2[CH:11]=[CH:10][C:9]([C:6]#[C:7][CH3:8])=[CH:14][CH:13]=2)=[CH:24][CH:23]=1)(=[O:4])=[O:3], predict the reactants needed to synthesize it. The reactants are: [CH3:1][S:2](Cl)(=[O:4])=[O:3].[C:6]([C:9]1[CH:14]=[CH:13][C:12]([NH:15][C:16](=[O:27])[C:17]#[C:18][C:19]2[CH:24]=[CH:23][C:22]([CH2:25][OH:26])=[CH:21][CH:20]=2)=[CH:11][CH:10]=1)#[C:7][CH3:8].C(N(CC)CC)C. (4) Given the product [N:1]1([CH2:6][C@H:8]2[CH2:12][CH2:11][CH2:10][NH:9]2)[CH2:5][CH2:4][CH2:3][CH2:2]1, predict the reactants needed to synthesize it. The reactants are: [N:1]1([C:6]([C@H:8]2[CH2:12][CH2:11][CH2:10][NH:9]2)=O)[CH2:5][CH2:4][CH2:3][CH2:2]1.Cl. (5) Given the product [CH3:13][O:12][C:11]1[C:2]([NH:1][C:19](=[O:20])[O:21][CH2:22][CH3:23])=[N:3][C:4]2[C:9](=[CH:8][C:7]([O:14][CH3:15])=[C:6]([O:16][CH3:17])[CH:5]=2)[N:10]=1, predict the reactants needed to synthesize it. The reactants are: [NH2:1][C:2]1[C:11]([O:12][CH3:13])=[N:10][C:9]2[C:4](=[CH:5][C:6]([O:16][CH3:17])=[C:7]([O:14][CH3:15])[CH:8]=2)[N:3]=1.Cl[C:19]([O:21][CH2:22][CH3:23])=[O:20].N1C=CC=CC=1.